This data is from Reaction yield outcomes from USPTO patents with 853,638 reactions. The task is: Predict the reaction yield, written as a fraction of the theoretical maximum amount of product (1.0 means a 100% yield; for example, 0.34 means a 34% yield). (1) The reactants are [C:1]([C:3]1[C:4]([CH:13]([CH3:15])[CH3:14])=[C:5]2[N:10]([CH:11]=1)[N:9]=[CH:8][NH:7][C:6]2=[O:12])#[N:2].C(=O)([O-])[O-].[K+].[K+].Cl.[NH2:23]O.[C:25](Cl)(=[O:27])[CH3:26]. The catalyst is C(O)C.N1C=CC=CC=1.C(OCC)(=O)C.O. The product is [CH3:14][CH:13]([C:4]1[C:3]([C:1]2[N:23]=[C:25]([CH3:26])[O:27][N:2]=2)=[CH:11][N:10]2[C:5]=1[C:6]([OH:12])=[N:7][CH:8]=[N:9]2)[CH3:15]. The yield is 0.110. (2) The reactants are [CH2:1]([O:8][C:9]([C:11]1[C:19]2[C:14](=[CH:15][CH:16]=[C:17]([CH2:20][CH2:21]OS(C)(=O)=O)[CH:18]=2)[NH:13][C:12]=1[CH3:27])=[O:10])[C:2]1[CH:7]=[CH:6][CH:5]=[CH:4][CH:3]=1.[NH:28]1[CH2:32][CH2:31][CH2:30][CH2:29]1. The catalyst is O1CCOCC1. The product is [CH2:1]([O:8][C:9]([C:11]1[C:19]2[C:14](=[CH:15][CH:16]=[C:17]([CH2:20][CH2:21][N:28]3[CH2:32][CH2:31][CH2:30][CH2:29]3)[CH:18]=2)[NH:13][C:12]=1[CH3:27])=[O:10])[C:2]1[CH:7]=[CH:6][CH:5]=[CH:4][CH:3]=1. The yield is 0.910. (3) The reactants are [F:1][C:2]1[CH:9]=[CH:8][C:7]([O:10][CH3:11])=[CH:6][C:3]=1[CH:4]=O.[S:12]1[CH2:18][C:16](=[O:17])[NH:15][C:13]1=[S:14].C(O)(=O)C. The catalyst is C1(C)C=CC=CC=1.C([O-])(=O)C.[NH4+]. The product is [F:1][C:2]1[CH:9]=[CH:8][C:7]([O:10][CH3:11])=[CH:6][C:3]=1[CH:4]=[C:18]1[S:12][C:13](=[S:14])[NH:15][C:16]1=[O:17]. The yield is 0.910. (4) The reactants are [C:1]([O:5][C:6]([N:8]1[CH2:13][CH2:12][CH:11](Br)[CH2:10][CH2:9]1)=[O:7])([CH3:4])([CH3:3])[CH3:2].[C:15]([O-:18])(=[S:17])[CH3:16].[K+].[Na+].[I-]. The catalyst is CN(C=O)C. The product is [C:1]([O:5][C:6]([N:8]1[CH2:13][CH2:12][CH:11]([S:17][C:15](=[O:18])[CH3:16])[CH2:10][CH2:9]1)=[O:7])([CH3:4])([CH3:3])[CH3:2]. The yield is 0.810. (5) The reactants are [CH:1]12[CH2:9][CH:5]([CH:6]=[CH:7][CH2:8]1)[CH2:4][N:3]([C:10]([O:12][CH2:13][CH3:14])=[O:11])[CH2:2]2.B.C1C[O:19]CC1.[OH-].[Na+].OO. The catalyst is C1COCC1.O. The product is [OH:19][CH:6]1[CH2:7][CH2:8][CH:1]2[CH2:9][CH:5]1[CH2:4][N:3]([C:10]([O:12][CH2:13][CH3:14])=[O:11])[CH2:2]2. The yield is 0.800. (6) The reactants are Cl[C:2]1[N:11]=[C:10]([NH:12][CH2:13][CH:14]([C:21]2[CH:26]=[CH:25][CH:24]=[CH:23][CH:22]=2)[C:15]2[CH:20]=[CH:19][CH:18]=[CH:17][CH:16]=2)[C:9]2[C:4](=[CH:5][CH:6]=[CH:7][CH:8]=2)[N:3]=1.[NH:27]1[C:35]2[CH:34]=[CH:33][CH:32]=[C:31](B(O)O)[C:30]=2[CH:29]=[CH:28]1.C(NC1C2C(=CC=CC=2)N=C(C2SC3C=CC=CC=3C=2)N=1)(C1C=CC=CC=1)C1C=CC=CC=1. The catalyst is C1CCCCC1.CCOC(C)=O. The product is [C:15]1([CH:14]([C:21]2[CH:26]=[CH:25][CH:24]=[CH:23][CH:22]=2)[CH2:13][NH:12][C:10]2[C:9]3[C:4](=[CH:5][CH:6]=[CH:7][CH:8]=3)[N:3]=[C:2]([C:31]3[CH:32]=[CH:33][CH:34]=[C:35]4[C:30]=3[CH:29]=[CH:28][NH:27]4)[N:11]=2)[CH:20]=[CH:19][CH:18]=[CH:17][CH:16]=1. The yield is 0.690. (7) The reactants are [O:1]=[C:2]1[CH2:7][CH2:6][N:5]([C:8]2[CH:13]=[CH:12][C:11]([N:14]3[CH2:18][C@H:17]([CH2:19][NH:20][C:21](=[O:23])[CH3:22])[O:16][C:15]3=[O:24])=[CH:10][C:9]=2[F:25])[CH2:4][CH2:3]1.[NH2:26][CH2:27][CH2:28]O.B(F)(F)F. The catalyst is O1CCCC1. The product is [O:1]1[C:2]2([CH2:3][CH2:4][N:5]([C:8]3[CH:13]=[CH:12][C:11]([N:14]4[CH2:18][C@H:17]([CH2:19][NH:20][C:21](=[O:23])[CH3:22])[O:16][C:15]4=[O:24])=[CH:10][C:9]=3[F:25])[CH2:6][CH2:7]2)[NH:26][CH2:27][CH2:28]1. The yield is 0.780. (8) The reactants are [CH3:1][S:2](Cl)(=[O:4])=[O:3].[N:6]1([C:13]2[N:18]=[C:17]([CH:19]3[CH2:21][CH2:20]3)[N:16]=[C:15]([N:22]3[CH2:25][CH:24]([OH:26])[CH2:23]3)[C:14]=2[CH3:27])[CH2:12][CH2:11][CH2:10][CH2:9][CH2:8][CH2:7]1.C(N(CC)CC)C.O. The catalyst is ClCCl. The product is [N:6]1([C:13]2[N:18]=[C:17]([CH:19]3[CH2:20][CH2:21]3)[N:16]=[C:15]([N:22]3[CH2:23][CH:24]([O:26][S:2]([CH3:1])(=[O:4])=[O:3])[CH2:25]3)[C:14]=2[CH3:27])[CH2:12][CH2:11][CH2:10][CH2:9][CH2:8][CH2:7]1. The yield is 1.00. (9) The reactants are [NH2:1][C:2]1[CH:3]=[C:4]([CH:8]2[C:17]([CH3:19])([CH3:18])[CH2:16][C:15]3[C:10](=[CH:11][CH:12]=[C:13]([C:20]([O-:22])=[O:21])[CH:14]=3)[NH:9]2)[CH:5]=[CH:6][CH:7]=1.[CH:23](N(CC)C(C)C)(C)C.[C:32](Cl)(=[O:34])[CH3:33].C(OCC)(=O)C. The catalyst is ClCCl. The product is [C:32]([NH:1][C:2]1[CH:3]=[C:4]([CH:8]2[C:17]([CH3:18])([CH3:19])[CH2:16][C:15]3[C:10](=[CH:11][CH:12]=[C:13]([C:20]([O:22][CH3:23])=[O:21])[CH:14]=3)[NH:9]2)[CH:5]=[CH:6][CH:7]=1)(=[O:34])[CH3:33]. The yield is 0.711.